From a dataset of Reaction yield outcomes from USPTO patents with 853,638 reactions. Predict the reaction yield, written as a fraction of the theoretical maximum amount of product (1.0 means a 100% yield; for example, 0.34 means a 34% yield). (1) The reactants are C(O)(C(F)(F)F)=O.[NH2:8][C:9](=[O:49])[CH2:10][C:11]1[CH:48]=[CH:47][CH:46]=[CH:45][C:12]=1[CH2:13][CH2:14][C:15]1[C:20]([C:21]([F:24])([F:23])[F:22])=[CH:19][N:18]=[C:17]([NH:25][C:26]2[CH:27]=[CH:28][C:29]([CH:32]3[CH2:37][CH2:36][N:35](C(OC(C)(C)C)=O)[CH2:34][CH2:33]3)=[N:30][CH:31]=2)[N:16]=1. The catalyst is C(Cl)Cl. The product is [NH:35]1[CH2:36][CH2:37][CH:32]([C:29]2[N:30]=[CH:31][C:26]([NH:25][C:17]3[N:16]=[C:15]([CH2:14][CH2:13][C:12]4[CH:45]=[CH:46][CH:47]=[CH:48][C:11]=4[CH2:10][C:9]([NH2:8])=[O:49])[C:20]([C:21]([F:23])([F:22])[F:24])=[CH:19][N:18]=3)=[CH:27][CH:28]=2)[CH2:33][CH2:34]1. The yield is 0.850. (2) The reactants are [CH:1]([C:3]1[CH:8]=[CH:7][C:6]([S:9][C:10]([CH3:19])([CH3:18])[C:11]([O:13][C:14]([CH3:17])([CH3:16])[CH3:15])=[O:12])=[CH:5][CH:4]=1)=O.[CH3:20][O:21][CH2:22][CH2:23][NH2:24].C([BH3-])#N.[Na+].Cl.C(=O)([O-])[O-].[Na+].[Na+]. The catalyst is CO.C(O)(=O)C. The product is [CH3:20][O:21][CH2:22][CH2:23][NH:24][CH2:1][C:3]1[CH:8]=[CH:7][C:6]([S:9][C:10]([CH3:19])([CH3:18])[C:11]([O:13][C:14]([CH3:17])([CH3:16])[CH3:15])=[O:12])=[CH:5][CH:4]=1. The yield is 0.580. (3) The reactants are [CH3:1][O:2][C:3]1[N:8]=[C:7]([C:9]2[CH:14]=[CH:13][CH:12]=[CH:11][CH:10]=2)[N:6]=[C:5]([O:15][CH:16]2[CH2:33][CH:32]3[CH:18]([C:19](=[O:39])[N:20]([CH3:38])[CH2:21][CH2:22][CH2:23][CH2:24][CH:25]=[CH:26][CH:27]4[C:29]([C:35](O)=[O:36])([NH:30][C:31]3=[O:34])[CH2:28]4)[CH2:17]2)[CH:4]=1.CCN=C=NCCCN(C)C.[CH3:51][C:52]1([S:55]([NH2:58])(=[O:57])=[O:56])[CH2:54][CH2:53]1.C1CCN2C(=NCCC2)CC1.C(O)(=O)CC(CC(O)=O)(C(O)=O)O. The catalyst is C(Cl)Cl. The product is [CH3:1][O:2][C:3]1[N:8]=[C:7]([C:9]2[CH:10]=[CH:11][CH:12]=[CH:13][CH:14]=2)[N:6]=[C:5]([O:15][CH:16]2[CH2:33][CH:32]3[CH:18]([C:19](=[O:39])[N:20]([CH3:38])[CH2:21][CH2:22][CH2:23][CH2:24][CH:25]=[CH:26][CH:27]4[C:29]([C:35]([NH:58][S:55]([C:52]5([CH3:51])[CH2:54][CH2:53]5)(=[O:57])=[O:56])=[O:36])([NH:30][C:31]3=[O:34])[CH2:28]4)[CH2:17]2)[CH:4]=1. The yield is 0.900. (4) The reactants are C(Br)[C:2]1[CH:7]=[CH:6][CH:5]=[CH:4]C=1.ICCCCC.[CH3:15][C:16]1[N:17]=[C:18]([N:26]2[CH2:30][CH2:29][NH:28][C:27]2=[O:31])[S:19][C:20]=1[C:21]([O:23][CH2:24][CH3:25])=[O:22]. No catalyst specified. The product is [CH3:15][C:16]1[N:17]=[C:18]([N:26]2[CH2:30][CH2:29][N:28]([CH2:4][CH2:5][CH2:6][CH2:7][CH3:2])[C:27]2=[O:31])[S:19][C:20]=1[C:21]([O:23][CH2:24][CH3:25])=[O:22]. The yield is 0.690. (5) The reactants are CC(OI1(OC(C)=O)(OC(C)=O)OC(=O)C2C=CC=CC1=2)=O.[CH2:23]([O:30][C:31]([N:33]1[CH2:38][CH2:37][CH:36]([CH2:39][OH:40])[CH2:35][CH2:34]1)=[O:32])[C:24]1[CH:29]=[CH:28][CH:27]=[CH:26][CH:25]=1. The catalyst is ClCCl.C(Cl)(Cl)Cl.O. The product is [CH2:23]([O:30][C:31]([N:33]1[CH2:38][CH2:37][CH:36]([CH:39]=[O:40])[CH2:35][CH2:34]1)=[O:32])[C:24]1[CH:29]=[CH:28][CH:27]=[CH:26][CH:25]=1. The yield is 0.660. (6) The reactants are C([O:8][C:9]1[CH:10]=[C:11]([CH:21]=[CH:22][C:23]=1[O:24][CH3:25])[O:12][C:13]([CH3:20])([CH3:19])[C:14]([O:16][CH2:17][CH3:18])=[O:15])C1C=CC=CC=1. The catalyst is [C].[Pd].C(O)C. The product is [OH:8][C:9]1[CH:10]=[C:11]([CH:21]=[CH:22][C:23]=1[O:24][CH3:25])[O:12][C:13]([CH3:20])([CH3:19])[C:14]([O:16][CH2:17][CH3:18])=[O:15]. The yield is 0.990. (7) The reactants are [OH:1][N:2]=[C:3]([C:5]1[C:9]([NH:10][CH2:11][CH2:12][O:13][CH3:14])=[N:8][O:7][N:6]=1)N.[ClH:15].[Cl-].[Na+].N([O-])=O.[Na+]. The yield is 1.26. The catalyst is C(OCC)(=O)C.O. The product is [OH:1][N:2]=[C:3]([Cl:15])[C:5]1[C:9]([NH:10][CH2:11][CH2:12][O:13][CH3:14])=[N:8][O:7][N:6]=1. (8) The reactants are [Mg].II.Br[C:5]1[CH:10]=[CH:9][CH:8]=[CH:7][C:6]=1[CH3:11].[Cl:12][C:13]([F:18])([F:17])[C:14](O)=[O:15].[Cl-].[NH4+]. The catalyst is C(OCC)C. The product is [Cl:12][C:13]([F:18])([F:17])[C:14]([C:5]1[CH:10]=[CH:9][CH:8]=[CH:7][C:6]=1[CH3:11])=[O:15]. The yield is 0.310. (9) The reactants are Cl.[F:2][CH:3]([F:20])[C:4]1[N:5]=[C:6]([C:15]([O:17][CH2:18][CH3:19])=[O:16])[N:7](S(=O)(=O)N(C)C)[CH:8]=1. No catalyst specified. The product is [F:20][CH:3]([F:2])[C:4]1[N:5]=[C:6]([C:15]([O:17][CH2:18][CH3:19])=[O:16])[NH:7][CH:8]=1. The yield is 0.840. (10) The reactants are [Cl:1][C:2]1[CH:3]=[C:4]([NH:8][S:9]([C:12]2[CH:13]=[C:14]3[C:18](=[CH:19][CH:20]=2)[NH:17][C:16](=[O:21])[CH2:15]3)(=[O:11])=[O:10])[CH:5]=[CH:6][CH:7]=1.[N:22]1([CH2:27][CH2:28][NH:29][C:30]([C:32]2[C:36]([CH3:37])=[C:35]([CH:38]=O)[NH:34][C:33]=2[CH3:40])=[O:31])[CH2:26][CH2:25][CH2:24][CH2:23]1. No catalyst specified. The product is [N:22]1([CH2:27][CH2:28][NH:29][C:30]([C:32]2[C:36]([CH3:37])=[C:35]([CH:38]=[C:15]3[C:14]4[C:18](=[CH:19][CH:20]=[C:12]([S:9](=[O:11])(=[O:10])[NH:8][C:4]5[CH:5]=[CH:6][CH:7]=[C:2]([Cl:1])[CH:3]=5)[CH:13]=4)[NH:17][C:16]3=[O:21])[NH:34][C:33]=2[CH3:40])=[O:31])[CH2:26][CH2:25][CH2:24][CH2:23]1. The yield is 0.690.